This data is from Experimentally validated miRNA-target interactions with 360,000+ pairs, plus equal number of negative samples. The task is: Binary Classification. Given a miRNA mature sequence and a target amino acid sequence, predict their likelihood of interaction. (1) The miRNA is mmu-miR-34b-5p with sequence AGGCAGUGUAAUUAGCUGAUUGU. The protein sequence of the target gene is MWWRDLTRLRLWLKREAIPGEGRKAAKVNAGVGEKGIYTASSRGGPPSARSKAVTVVAEGAASRSWLSMDAPELGPGLVERLEQLATCPLCGGSFEDPVLLACEHSFCRACLARRWGTPPATGTEASPTACPCCGLPCPRRSLRSNVRLAVEVRISRELREKLAEPGARAGRRRGGRIPTMGCLDLPGEDMRKTWRRFEVPTSKSSNSEDDLPEDYPVVKKMLHRLTADLTLDPGTAHRRLLISADRRSVQLAPPGTPAPPDGPKRFDQLPAVLGAQGFGAGRHCWEVETADAASCRDSS.... Result: 0 (no interaction). (2) The miRNA is hsa-miR-1247-3p with sequence CCCCGGGAACGUCGAGACUGGAGC. The protein sequence of the target gene is MDLHKQWENTETNWHKEKMELLDQFDNERKEWESQWKIMQKKIEELCREVKLWRKININESAKIIDLYHEKTIPEKVIESSPNYPDLGQSEFIRTNHKDGLRKENKREQSLVSGGNQMCKEQKATKKSKVGFLDPLATDNQKECEAWPDLRTSEEDSKSCSGALSTALEELAKVSEELCSFQEEIRKRSNHRRMKSDSFLQEMPNVTNIPHGDPMINNDQCILPISLEKEKQKNRKNLSCTNVLQSNSTKKCGIDTIDLKRNETPPVPPPRSTSRNFPSSDSEQAYERWKERLDHNSWVP.... Result: 1 (interaction).